Dataset: Full USPTO retrosynthesis dataset with 1.9M reactions from patents (1976-2016). Task: Predict the reactants needed to synthesize the given product. The reactants are: C(OC(=O)[NH:7][CH2:8][C:9]1[CH:14]=[CH:13][N:12]=[C:11]([Cl:15])[N:10]=1)(C)(C)C.Cl.O1CCOCC1.CCOCC. Given the product [ClH:15].[Cl:15][C:11]1[N:10]=[C:9]([CH2:8][NH2:7])[CH:14]=[CH:13][N:12]=1, predict the reactants needed to synthesize it.